This data is from Catalyst prediction with 721,799 reactions and 888 catalyst types from USPTO. The task is: Predict which catalyst facilitates the given reaction. (1) Reactant: [CH3:1][O:2][C:3]1[O:4][C:5]([C:8]([OH:10])=O)=[CH:6][N:7]=1.Cl.[NH2:12][C@H:13]([CH2:20][C:21]1[CH:26]=[CH:25][C:24]([C:27]2[CH:32]=[CH:31][CH:30]=[C:29]([Cl:33])[CH:28]=2)=[CH:23][CH:22]=1)[CH2:14][C:15]([O:17][CH2:18][CH3:19])=[O:16].CN(C(ON1N=NC2C=CC=NC1=2)=[N+](C)C)C.F[P-](F)(F)(F)(F)F. Product: [Cl:33][C:29]1[CH:28]=[C:27]([C:24]2[CH:25]=[CH:26][C:21]([CH2:20][C@@H:13]([NH:12][C:8]([C:5]3[O:4][C:3]([O:2][CH3:1])=[N:7][CH:6]=3)=[O:10])[CH2:14][C:15]([O:17][CH2:18][CH3:19])=[O:16])=[CH:22][CH:23]=2)[CH:32]=[CH:31][CH:30]=1. The catalyst class is: 85. (2) Reactant: Br[CH2:2][C:3]([O:5]C)=[O:4].C(=O)([O-])[O-].[K+].[K+].[Br:13][C:14]1([N+:37]([O-:39])=[O:38])[CH:19]=[C:18]([C:20]2[C:32]3[C:31]([CH3:33])=[C:30]([CH3:34])[S:29][C:28]=3[C:27]([Br:35])=[C:26]3[C:21]=2[CH:22]=[CH:23][CH:24]=[CH:25]3)[CH:17]=[CH:16][CH:15]1[OH:36].O. Product: [Br:13][C:14]1([N+:37]([O-:39])=[O:38])[CH:19]=[C:18]([C:20]2[C:32]3[C:31]([CH3:33])=[C:30]([CH3:34])[S:29][C:28]=3[C:27]([Br:35])=[C:26]3[C:21]=2[CH:22]=[CH:23][CH:24]=[CH:25]3)[CH:17]=[CH:16][CH:15]1[O:36][CH2:2][C:3]([OH:5])=[O:4]. The catalyst class is: 3. (3) Reactant: C(OC(=O)[NH:7][C@H:8]([CH2:34][C:35]1[CH:40]=[C:39]([F:41])[C:38]([F:42])=[CH:37][C:36]=1[F:43])[CH2:9][C:10]([N:12]1[CH2:17][CH2:16][N:15]2[C:18]([C:30]([F:33])([F:32])[F:31])=[N:19][C:20]([C:21]([N:23]3[CH2:28][CH2:27][N:26]([CH3:29])[CH2:25][CH2:24]3)=[O:22])=[C:14]2[CH2:13]1)=[O:11])(C)(C)C.[ClH:45]. Product: [ClH:45].[ClH:45].[NH2:7][C@H:8]([CH2:34][C:35]1[CH:40]=[C:39]([F:41])[C:38]([F:42])=[CH:37][C:36]=1[F:43])[CH2:9][C:10]([N:12]1[CH2:17][CH2:16][N:15]2[C:18]([C:30]([F:31])([F:33])[F:32])=[N:19][C:20]([C:21]([N:23]3[CH2:28][CH2:27][N:26]([CH3:29])[CH2:25][CH2:24]3)=[O:22])=[C:14]2[CH2:13]1)=[O:11]. The catalyst class is: 13. (4) Reactant: [C:1]([CH:3]([C:9]1[CH:18]=[CH:17][C:12]([C:13]([O:15][CH3:16])=[O:14])=[CH:11][C:10]=1[N+:19]([O-])=O)[C:4]([O:6][CH2:7][CH3:8])=[O:5])#[N:2]. Product: [NH2:2][C:1]1[NH:19][C:10]2[C:9]([C:3]=1[C:4]([O:6][CH2:7][CH3:8])=[O:5])=[CH:18][CH:17]=[C:12]([C:13]([O:15][CH3:16])=[O:14])[CH:11]=2. The catalyst class is: 183.